This data is from Reaction yield outcomes from USPTO patents with 853,638 reactions. The task is: Predict the reaction yield, written as a fraction of the theoretical maximum amount of product (1.0 means a 100% yield; for example, 0.34 means a 34% yield). (1) The reactants are [NH2:1][C:2]1[O:3][C:4]([CH3:11])=[CH:5][C:6](=[O:10])[C:7]=1[C:8]#[N:9]. The catalyst is Cl.O. The product is [OH:3][C:2]1[N:1]=[C:4]([CH3:11])[CH:5]=[C:6]([OH:10])[C:7]=1[C:8]#[N:9]. The yield is 0.660. (2) The reactants are C([Li])C[CH2:3][CH3:4].[C:6]1([NH:12][C:13](=[O:23])[C:14]2[CH:19]=[CH:18][C:17](Br)=[CH:16][C:15]=2OC)[CH:11]=[CH:10][CH:9]=[CH:8][CH:7]=1.[B:24](OC(C)C)([O:29]C(C)C)[O:25]C(C)C.Cl. The catalyst is O1CCCC1. The product is [CH2:6]([NH:12][C:13]([C:14]1[CH:15]=[CH:16][C:17]([B:24]([OH:29])[OH:25])=[CH:18][CH:19]=1)=[O:23])[CH2:11][C:10]1[CH:9]=[CH:8][CH:7]=[CH:4][CH:3]=1. The yield is 0.280. (3) The reactants are [CH2:1]([C:3]1[C:11]2[C:6](=[C:7]([N:17]3[CH2:21][CH2:20][CH2:19][C:18]3=[O:22])[CH:8]=[C:9]([C:12]([O:14][CH2:15][CH3:16])=[O:13])[CH:10]=2)[NH:5][CH:4]=1)[CH3:2].[H-].[Na+].[CH2:25](I)C. The catalyst is CN(C=O)C. The product is [CH2:1]([C:3]1[C:11]2[C:6](=[C:7]([N:17]3[CH2:21][CH2:20][CH2:19][C:18]3=[O:22])[CH:8]=[C:9]([C:12]([O:14][CH2:15][CH3:16])=[O:13])[CH:10]=2)[N:5]([CH3:25])[CH:4]=1)[CH3:2]. The yield is 0.900. (4) The yield is 0.910. The product is [Br:1][C:2]1[CH:10]=[CH:9][C:5]([C:6]([C:20]2[CH:21]=[CH:22][C:17]([O:16][CH3:15])=[CH:18][CH:19]=2)=[O:7])=[CH:4][CH:3]=1. The catalyst is [N+](C1C=CC=CC=1)([O-])=O. The reactants are [Br:1][C:2]1[CH:10]=[CH:9][C:5]([C:6](Cl)=[O:7])=[CH:4][CH:3]=1.[Al+3].[Cl-].[Cl-].[Cl-].[CH3:15][O:16][C:17]1[CH:22]=[CH:21][CH:20]=[CH:19][CH:18]=1.